This data is from Catalyst prediction with 721,799 reactions and 888 catalyst types from USPTO. The task is: Predict which catalyst facilitates the given reaction. (1) Reactant: C(S([N:7]1[CH:11]([C:12]2[CH:17]=[CH:16][CH:15]=[CH:14][CH:13]=2)[CH2:10][C:9]2([CH2:22][CH2:21][N:20](C(OC(C)(C)C)=O)[CH2:19][CH2:18]2)[C:8]1=[O:30])=O)(C)(C)C.[ClH:31]. Product: [ClH:31].[ClH:31].[C:12]1([CH:11]2[CH2:10][C:9]3([CH2:18][CH2:19][NH:20][CH2:21][CH2:22]3)[C:8](=[O:30])[NH:7]2)[CH:13]=[CH:14][CH:15]=[CH:16][CH:17]=1. The catalyst class is: 71. (2) Reactant: [N:1]1([C:8]2[CH:9]=[C:10]([C:14]3[N:18]([CH3:19])[C:17]4[CH:20]=[CH:21][CH:22]=[CH:23][C:16]=4[N:15]=3)[CH:11]=[CH:12][CH:13]=2)[CH2:7][CH2:6][CH2:5][NH:4][CH2:3][CH2:2]1.C(N(CC)CC)C.[CH3:31][S:32](Cl)(=[O:34])=[O:33].O. Product: [CH3:31][S:32]([N:4]1[CH2:5][CH2:6][CH2:7][N:1]([C:8]2[CH:9]=[C:10]([C:14]3[N:18]([CH3:19])[C:17]4[CH:20]=[CH:21][CH:22]=[CH:23][C:16]=4[N:15]=3)[CH:11]=[CH:12][CH:13]=2)[CH2:2][CH2:3]1)(=[O:34])=[O:33]. The catalyst class is: 4. (3) Reactant: [B-](F)(F)(F)F.[B-](F)(F)(F)F.C1[N+]2(CCl)CC[N+]([F:21])(CC2)C1.[CH3:22][C:23]1([CH3:42])[CH2:27][O:26][C:25](=[O:28])[N:24]1[C:29]1[S:30][CH:31]=[C:32]([C:34]2[CH:41]=[CH:40][C:37]([C:38]#[N:39])=[CH:36][CH:35]=2)[N:33]=1. Product: [CH3:22][C:23]1([CH3:42])[CH2:27][O:26][C:25](=[O:28])[N:24]1[C:29]1[S:30][C:31]([F:21])=[C:32]([C:34]2[CH:41]=[CH:40][C:37]([C:38]#[N:39])=[CH:36][CH:35]=2)[N:33]=1. The catalyst class is: 10. (4) Reactant: O[CH2:2][C@@H:3]1[CH2:8][C@H:7]([N:9]([C:14]([C:16]2[N:20]([CH2:21][CH2:22][CH2:23][CH2:24][O:25][CH3:26])[C:19]3[CH:27]=[CH:28][CH:29]=[CH:30][C:18]=3[N:17]=2)=[O:15])[CH2:10][CH:11]([CH3:13])[CH3:12])[CH2:6][N:5]([C:31]([O:33][C:34]([CH3:37])([CH3:36])[CH3:35])=[O:32])[CH2:4]1.[NH:38]1[CH:42]=[N:41][N:40]=[CH:39]1.C1(P(C2C=CC=CC=2)C2C=CC=CC=2)C=CC=CC=1.N(C(OC(C)C)=O)=NC(OC(C)C)=O. Product: [CH3:26][O:25][CH2:24][CH2:23][CH2:22][CH2:21][N:20]1[C:19]2[CH:27]=[CH:28][CH:29]=[CH:30][C:18]=2[N:17]=[C:16]1[C:14]([N:9]([CH2:10][CH:11]([CH3:13])[CH3:12])[C@H:7]1[CH2:8][C@@H:3]([CH2:2][N:40]2[CH:39]=[N:38][CH:42]=[N:41]2)[CH2:4][N:5]([C:31]([O:33][C:34]([CH3:36])([CH3:35])[CH3:37])=[O:32])[CH2:6]1)=[O:15]. The catalyst class is: 1.